From a dataset of Full USPTO retrosynthesis dataset with 1.9M reactions from patents (1976-2016). Predict the reactants needed to synthesize the given product. (1) The reactants are: [NH2:1][C:2]1[N:7]=[CH:6][N:5]=[C:4]2[N:8]([C@@H:26]3[CH2:31][CH2:30][CH2:29][N:28]([C:32](=[O:36])[CH2:33][C:34]#[N:35])[CH2:27]3)[N:9]=[C:10]([C:11]3[CH:16]=[CH:15][C:14]([O:17][C:18]4[CH:23]=[CH:22][CH:21]=[C:20]([F:24])[C:19]=4[F:25])=[CH:13][CH:12]=3)[C:3]=12.[CH:37]1([CH:40]=O)[CH2:39][CH2:38]1.N1CCCCC1. Given the product [NH2:1][C:2]1[N:7]=[CH:6][N:5]=[C:4]2[N:8]([C@@H:26]3[CH2:31][CH2:30][CH2:29][N:28]([C:32]([C:33](=[CH:40][CH:37]4[CH2:39][CH2:38]4)[C:34]#[N:35])=[O:36])[CH2:27]3)[N:9]=[C:10]([C:11]3[CH:16]=[CH:15][C:14]([O:17][C:18]4[CH:23]=[CH:22][CH:21]=[C:20]([F:24])[C:19]=4[F:25])=[CH:13][CH:12]=3)[C:3]=12, predict the reactants needed to synthesize it. (2) Given the product [CH3:23][O:22][C:20]([C:15]1[CH:16]=[C:17]2[C:12](=[CH:13][CH:14]=1)[CH2:11][CH:10]([O:9][C:7]1[CH:6]=[CH:5][N:4]=[C:3]([C:1]([O:25][CH3:24])=[O:29])[CH:8]=1)[CH2:19][CH2:18]2)=[O:21], predict the reactants needed to synthesize it. The reactants are: [C:1]([C:3]1[CH:8]=[C:7]([O:9][CH:10]2[CH2:19][CH2:18][C:17]3[CH:16]=[C:15]([C:20]([O:22][CH3:23])=[O:21])[CH:14]=[CH:13][C:12]=3[CH2:11]2)[CH:6]=[CH:5][N:4]=1)#N.[CH3:24][O-:25].[Na+].Cl.C[OH:29]. (3) The reactants are: Cl.[CH3:2][N:3](C)[OH:4].Cl[CH2:7]Cl.[CH3:9][N:10]([CH3:14])[C:11](Cl)=[O:12]. Given the product [CH3:7][O:4][N:3]([CH3:2])[C:11]([N:10]([CH3:14])[CH3:9])=[O:12], predict the reactants needed to synthesize it. (4) Given the product [CH3:17][CH:7]1[N:6]2[C:11]([CH2:12][O:13][C:14]3[C:5]2=[CH:4][C:3]([N+:18]([O-:20])=[O:19])=[C:2]([O:33][C:27]2[CH:32]=[CH:31][CH:30]=[CH:29][CH:28]=2)[CH:15]=3)=[N:10][NH:9][C:8]1=[O:16], predict the reactants needed to synthesize it. The reactants are: F[C:2]1[CH:15]=[C:14]2[C:5]([N:6]3[C:11]([CH2:12][O:13]2)=[N:10][NH:9][C:8](=[O:16])[CH:7]3[CH3:17])=[CH:4][C:3]=1[N+:18]([O-:20])=[O:19].C([O-])([O-])=O.[K+].[K+].[C:27]1([OH:33])[CH:32]=[CH:31][CH:30]=[CH:29][CH:28]=1. (5) The reactants are: Br[C:2]1[C:3]([F:28])=[C:4]([N:8]2[CH:13]=[C:12]([O:14][CH3:15])[C:11](=[O:16])[C:10]([C:17]3[N:21]([C:22]4[CH:27]=[CH:26][CH:25]=[CH:24][CH:23]=4)[N:20]=[CH:19][CH:18]=3)=[N:9]2)[CH:5]=[CH:6][CH:7]=1.CC1(C)C(C)(C)OB([C:37]2[CH2:38][CH2:39][O:40][CH2:41][CH:42]=2)O1.C([O-])([O-])=O.[Na+].[Na+]. Given the product [O:40]1[CH2:39][CH:38]=[C:37]([C:2]2[C:3]([F:28])=[C:4]([N:8]3[CH:13]=[C:12]([O:14][CH3:15])[C:11](=[O:16])[C:10]([C:17]4[N:21]([C:22]5[CH:27]=[CH:26][CH:25]=[CH:24][CH:23]=5)[N:20]=[CH:19][CH:18]=4)=[N:9]3)[CH:5]=[CH:6][CH:7]=2)[CH2:42][CH2:41]1, predict the reactants needed to synthesize it. (6) Given the product [C:10]([O:9][C:6]1[CH:7]=[CH:8][C:3]([CH2:1][CH3:2])=[CH:4][CH:5]=1)(=[O:12])[CH3:11], predict the reactants needed to synthesize it. The reactants are: [CH2:1]([C:3]1[CH:8]=[CH:7][C:6]([OH:9])=[CH:5][CH:4]=1)[CH3:2].[C:10](Cl)(=[O:12])[CH3:11]. (7) Given the product [F:1][C:2]1[CH:3]=[C:4]([NH:9][C:10](=[O:11])[C:12]2[CH:13]=[C:14]([S:19](=[O:21])(=[O:20])[NH:31][C:25]3([C:24]([F:30])([F:29])[F:23])[CH2:28][CH2:27][CH2:26]3)[CH:15]=[CH:16][C:17]=2[F:18])[CH:5]=[CH:6][C:7]=1[F:8], predict the reactants needed to synthesize it. The reactants are: [F:1][C:2]1[CH:3]=[C:4]([NH:9][C:10]([C:12]2[CH:13]=[C:14]([S:19](Cl)(=[O:21])=[O:20])[CH:15]=[CH:16][C:17]=2[F:18])=[O:11])[CH:5]=[CH:6][C:7]=1[F:8].[F:23][C:24]([F:30])([F:29])[CH:25]1[CH2:28][CH2:27][CH2:26]1.[N:31]1C=CC=CC=1. (8) The reactants are: [CH3:1][S:2][C:3]1[N:8]=[C:7]([NH:9][CH2:10][CH2:11][CH3:12])[C:6]([C:13]2[O:17][C:16](=[O:18])[NH:15][N:14]=2)=[CH:5][N:4]=1.C1(P(C2C=CC=CC=2)C2C=CC=CC=2)C=CC=CC=1.CCOC(/N=N/C(OCC)=O)=O.[Br:50][CH2:51][CH2:52]O. Given the product [Br:50][CH2:51][CH2:52][N:15]1[N:14]=[C:13]([C:6]2[C:7]([NH:9][CH2:10][CH2:11][CH3:12])=[N:8][C:3]([S:2][CH3:1])=[N:4][CH:5]=2)[O:17][C:16]1=[O:18], predict the reactants needed to synthesize it. (9) Given the product [CH3:1][O:2][C:3]1[CH:8]=[CH:7][CH:6]=[CH:5][C:4]=1[C:9]1[CH:10]=[C:11]([NH2:12])[NH:14][N:15]=1, predict the reactants needed to synthesize it. The reactants are: [CH3:1][O:2][C:3]1[CH:8]=[CH:7][CH:6]=[CH:5][C:4]=1[C:9](=O)[CH2:10][C:11]#[N:12].[NH2:14][NH2:15]. (10) Given the product [F:1][C:2]1[CH:3]=[C:4]([CH:14]=[CH:15][CH:16]=1)[CH2:5][C:6]1[O:10][N:9]=[C:8]([C:11]([NH:30][CH2:29][CH2:28][C:23]2[C:22]3[C:26](=[CH:27][C:19]([O:18][CH3:17])=[CH:20][CH:21]=3)[NH:25][CH:24]=2)=[O:13])[CH:7]=1, predict the reactants needed to synthesize it. The reactants are: [F:1][C:2]1[CH:3]=[C:4]([CH:14]=[CH:15][CH:16]=1)[CH2:5][C:6]1[O:10][N:9]=[C:8]([C:11]([OH:13])=O)[CH:7]=1.[CH3:17][O:18][C:19]1[CH:27]=[C:26]2[C:22]([C:23]([CH2:28][CH2:29][NH2:30])=[CH:24][NH:25]2)=[CH:21][CH:20]=1.CN(C(ON1N=NC2C=CC=NC1=2)=[N+](C)C)C.F[P-](F)(F)(F)(F)F.